Dataset: Forward reaction prediction with 1.9M reactions from USPTO patents (1976-2016). Task: Predict the product of the given reaction. (1) Given the reactants Cl.[NH2:2][C@H:3]1[CH2:8][CH2:7][C@H:6]([NH:9][C:10]([C:12]2[C:16]3[N:17]=[CH:18][N:19]=[C:20]([C:21]4[CH:26]=[CH:25][C:24]([F:27])=[CH:23][C:22]=4[O:28][CH2:29][CH:30]4[CH2:32][CH2:31]4)[C:15]=3[NH:14][C:13]=2[CH3:33])=[O:11])[CH2:5][CH2:4]1.[C:34](Cl)(=[O:37])[CH2:35][CH3:36], predict the reaction product. The product is: [CH:30]1([CH2:29][O:28][C:22]2[CH:23]=[C:24]([F:27])[CH:25]=[CH:26][C:21]=2[C:20]2[C:15]3[NH:14][C:13]([CH3:33])=[C:12]([C:10]([NH:9][C@H:6]4[CH2:7][CH2:8][C@H:3]([NH:2][C:34](=[O:37])[CH2:35][CH3:36])[CH2:4][CH2:5]4)=[O:11])[C:16]=3[N:17]=[CH:18][N:19]=2)[CH2:31][CH2:32]1. (2) Given the reactants [OH:1][C:2]1[CH:7]=[CH:6][CH:5]=[CH:4][C:3]=1[CH:8]1[O:12][N:11]=[C:10]([C:13]2[N:14]=[C:15]([CH:18]3[CH2:23][CH2:22][N:21]([C:24]([O:26][C:27]([CH3:30])([CH3:29])[CH3:28])=[O:25])[CH2:20][CH2:19]3)[S:16][CH:17]=2)[CH2:9]1.C(=O)([O-])[O-].[K+].[K+].Br[CH2:38][C:39]#[CH:40].[I-].[K+], predict the reaction product. The product is: [CH2:40]([O:1][C:2]1[CH:7]=[CH:6][CH:5]=[CH:4][C:3]=1[CH:8]1[O:12][N:11]=[C:10]([C:13]2[N:14]=[C:15]([CH:18]3[CH2:23][CH2:22][N:21]([C:24]([O:26][C:27]([CH3:30])([CH3:29])[CH3:28])=[O:25])[CH2:20][CH2:19]3)[S:16][CH:17]=2)[CH2:9]1)[C:39]#[CH:38]. (3) Given the reactants C[O-].[Na+].[F:4][C:5]1[CH:24]=[CH:23][C:8]([CH2:9][C:10]2[CH:11]=[C:12]([O:21][CH3:22])[C:13]([O:19][CH3:20])=[C:14]([C:16](=[O:18])[CH3:17])[CH:15]=2)=[CH:7][CH:6]=1.[CH3:25][C:26]1[CH:31]=[CH:30][N:29]=[C:28]([C:32](OC)=[O:33])[CH:27]=1, predict the reaction product. The product is: [F:4][C:5]1[CH:6]=[CH:7][C:8]([CH2:9][C:10]2[CH:11]=[C:12]([O:21][CH3:22])[C:13]([O:19][CH3:20])=[C:14]([C:16](=[O:18])[CH2:17][C:32]([C:28]3[CH:27]=[C:26]([CH3:25])[CH:31]=[CH:30][N:29]=3)=[O:33])[CH:15]=2)=[CH:23][CH:24]=1. (4) Given the reactants Cl[C:2]1[C:11]([C:12]([F:15])([F:14])[F:13])=[CH:10][C:9]2[C:4](=[C:5]([C:16]([NH:18][C:19]3[CH:20]=[N:21][CH:22]=[CH:23][CH:24]=3)=[O:17])[CH:6]=[CH:7][CH:8]=2)[N:3]=1.[C:25]1(B(O)O)[CH:30]=[CH:29][CH:28]=[CH:27][CH:26]=1.C(Cl)Cl.C([O-])([O-])=O.[K+].[K+], predict the reaction product. The product is: [C:25]1([C:2]2[C:11]([C:12]([F:15])([F:14])[F:13])=[CH:10][C:9]3[C:4](=[C:5]([C:16]([NH:18][C:19]4[CH:20]=[N:21][CH:22]=[CH:23][CH:24]=4)=[O:17])[CH:6]=[CH:7][CH:8]=3)[N:3]=2)[CH:30]=[CH:29][CH:28]=[CH:27][CH:26]=1. (5) Given the reactants [Cl:1][C:2]1[C:7]([F:8])=[CH:6][CH:5]=[C:4]([Cl:9])[C:3]=1[CH:10]([O:12][C:13]1[C:14]([NH2:28])=[N:15][CH:16]=[C:17](B2OC(C)(C)C(C)(C)O2)[CH:18]=1)[CH3:11].Br[C:30]1[CH:34]=[N:33][N:32]([CH3:35])[C:31]=1[NH2:36], predict the reaction product. The product is: [NH2:36][C:31]1[N:32]([CH3:35])[N:33]=[CH:34][C:30]=1[C:17]1[CH:18]=[C:13]([O:12][CH:10]([C:3]2[C:4]([Cl:9])=[CH:5][CH:6]=[C:7]([F:8])[C:2]=2[Cl:1])[CH3:11])[C:14]([NH2:28])=[N:15][CH:16]=1. (6) Given the reactants [C:1]([C:3]1[CH:11]=[CH:10][C:6]([C:7]([OH:9])=[O:8])=[C:5]([F:12])[CH:4]=1)#[N:2], predict the reaction product. The product is: [NH2:2][CH2:1][C:3]1[CH:11]=[CH:10][C:6]([C:7]([OH:9])=[O:8])=[C:5]([F:12])[CH:4]=1. (7) Given the reactants [NH2:1][CH2:2][C:3]1[C:4](=[N:9][NH:10][C:11]2[CH:16]=[CH:15][C:14]([F:17])=[C:13]([F:18])[CH:12]=2)[C:5]([NH2:8])=[N:6][N:7]=1.C(N(CC)CC)C.S(O[CH2:37][CH2:38][O:39][CH2:40][CH2:41]OS(C1C=CC(C)=CC=1)(=O)=O)(C1C=CC(C)=CC=1)(=O)=O.C(OCC)(=O)C, predict the reaction product. The product is: [F:18][C:13]1[CH:12]=[C:11]([NH:10][N:9]=[C:4]2[C:3]([CH2:2][N:1]3[CH2:41][CH2:40][O:39][CH2:38][CH2:37]3)=[N:7][N:6]=[C:5]2[NH2:8])[CH:16]=[CH:15][C:14]=1[F:17].